From a dataset of Full USPTO retrosynthesis dataset with 1.9M reactions from patents (1976-2016). Predict the reactants needed to synthesize the given product. (1) Given the product [CH3:8][S:9]([O:21][CH2:20][C:19]1[C:14]([CH3:13])=[N:15][C:16]([CH3:28])=[CH:17][C:18]=1[C:22]1[CH:27]=[CH:26][CH:25]=[CH:24][CH:23]=1)(=[O:11])=[O:10], predict the reactants needed to synthesize it. The reactants are: CCN(CC)CC.[CH3:8][S:9](Cl)(=[O:11])=[O:10].[CH3:13][C:14]1[C:19]([CH2:20][OH:21])=[C:18]([C:22]2[CH:27]=[CH:26][CH:25]=[CH:24][CH:23]=2)[CH:17]=[C:16]([CH3:28])[N:15]=1. (2) Given the product [Cl:10][C:11]1[C:17]([N:6]2[CH2:7][CH2:8][CH2:9][CH:5]2[CH2:4][N:2]([CH3:3])[CH3:1])=[CH:16][C:14]([NH2:15])=[C:13]([N+:19]([O-:21])=[O:20])[CH:12]=1, predict the reactants needed to synthesize it. The reactants are: [CH3:1][N:2]([CH2:4][CH:5]1[CH2:9][CH2:8][CH2:7][NH:6]1)[CH3:3].[Cl:10][C:11]1[C:17](Cl)=[CH:16][C:14]([NH2:15])=[C:13]([N+:19]([O-:21])=[O:20])[CH:12]=1.C(=O)([O-])[O-].[K+].[K+]. (3) Given the product [F:31][C:28]([F:29])([F:30])[C:27]([NH:26][CH2:25][CH2:24][C:21]1[CH:20]=[CH:19][C:18]([S:15]([C:12]2[CH:13]=[CH:14][C:9]([OH:8])=[C:10]([O:33][CH3:34])[CH:11]=2)(=[O:16])=[O:17])=[CH:23][CH:22]=1)=[O:32], predict the reactants needed to synthesize it. The reactants are: C([O:8][C:9]1[CH:14]=[CH:13][C:12]([S:15]([C:18]2[CH:23]=[CH:22][C:21]([CH2:24][CH2:25][NH:26][C:27](=[O:32])[C:28]([F:31])([F:30])[F:29])=[CH:20][CH:19]=2)(=[O:17])=[O:16])=[CH:11][C:10]=1[O:33][CH3:34])C1C=CC=CC=1. (4) Given the product [CH:13]([C:10]1[CH:9]=[CH:8][C:7]([N:6]2[C:4](=[O:5])[C:3]3[C:2](=[CH:20][C:19]([F:21])=[CH:18][CH:17]=3)[NH:1][CH:26]2[C:25]2[CH:28]=[C:29]([CH3:35])[C:30]([O:31][CH2:32][CH2:33][OH:34])=[C:23]([CH3:22])[CH:24]=2)=[CH:12][CH:11]=1)([CH2:15][CH3:16])[CH3:14], predict the reactants needed to synthesize it. The reactants are: [NH2:1][C:2]1[CH:20]=[C:19]([F:21])[CH:18]=[CH:17][C:3]=1[C:4]([NH:6][C:7]1[CH:12]=[CH:11][C:10]([CH:13]([CH2:15][CH3:16])[CH3:14])=[CH:9][CH:8]=1)=[O:5].[CH3:22][C:23]1[CH:24]=[C:25]([CH:28]=[C:29]([CH3:35])[C:30]=1[O:31][CH2:32][CH2:33][OH:34])[CH:26]=O.S(=O)(O)[O-].[Na+].C1(C)C=CC(S(O)(=O)=O)=CC=1. (5) Given the product [NH2:12][C:13]([CH3:30])([CH3:29])[CH2:14][CH2:15][N:16]1[C:24]2[C:19](=[CH:20][C:21]([C:25](=[O:26])[CH2:7][S:8]([CH3:11])(=[O:10])=[O:9])=[CH:22][CH:23]=2)[CH:18]=[CH:17]1, predict the reactants needed to synthesize it. The reactants are: CC(C)([O-])C.[K+].[CH3:7][S:8]([CH3:11])(=[O:10])=[O:9].[NH2:12][C:13]([CH3:30])([CH3:29])[CH2:14][CH2:15][N:16]1[C:24]2[C:19](=[CH:20][C:21]([C:25](OC)=[O:26])=[CH:22][CH:23]=2)[CH:18]=[CH:17]1.C(O)(C(F)(F)F)=O. (6) Given the product [CH2:1]([O:8][C:9]1[CH:10]=[CH:11][C:12]([O:29][CH:30]([CH3:32])[CH3:31])=[C:13]([C:15]2[NH:28][C:18]3=[N:19][CH:20]=[C:21]([CH2:23][OH:24])[CH:22]=[C:17]3[N:16]=2)[CH:14]=1)[C:2]1[CH:3]=[CH:4][CH:5]=[CH:6][CH:7]=1, predict the reactants needed to synthesize it. The reactants are: [CH2:1]([O:8][C:9]1[CH:10]=[CH:11][C:12]([O:29][CH:30]([CH3:32])[CH3:31])=[C:13]([C:15]2[NH:28][C:18]3=[N:19][CH:20]=[C:21]([C:23](OCC)=[O:24])[CH:22]=[C:17]3[N:16]=2)[CH:14]=1)[C:2]1[CH:7]=[CH:6][CH:5]=[CH:4][CH:3]=1.[H-].[Al+3].[Li+].[H-].[H-].[H-].O. (7) Given the product [F:15][C:2]1[N:3]=[N:4][C:5]([C:8]2[CH:13]=[CH:12][CH:11]=[CH:10][C:9]=2[F:14])=[CH:6][CH:7]=1, predict the reactants needed to synthesize it. The reactants are: Cl[C:2]1[N:3]=[N:4][C:5]([C:8]2[CH:13]=[CH:12][CH:11]=[CH:10][C:9]=2[F:14])=[CH:6][CH:7]=1.[F-:15].[K+].C1OCCOCCOCCOCCOCCOC1.S1(CCCC1)(=O)=O. (8) Given the product [CH3:26][NH:27][C:29]([C:19]1[CH2:20][C:12]2[C:11]([C:1]=1[CH3:2])=[CH:10][CH:9]=[CH:8][CH:13]=2)=[O:30], predict the reactants needed to synthesize it. The reactants are: [CH2:1](Cl)[CH2:2]Cl.Cl.CN.[CH:8]1[CH:9]=[CH:10][C:11]2N(O)N=N[C:12]=2[CH:13]=1.O.[CH2:19](N(CC)CC)[CH3:20].[CH3:26][N:27]([CH:29]=[O:30])C. (9) Given the product [C:27]([N:30]1[CH2:34][CH2:33][N:32]([C:2]2[CH:3]=[CH:4][C:5]([C:10]([N:12]3[CH2:17][CH2:16][N:15]([C:18]4[C:23]([CH3:24])=[CH:22][C:21]([CH2:25][CH3:26])=[CH:20][N:19]=4)[CH2:14][CH2:13]3)=[O:11])=[C:6]([CH:9]=2)[C:7]#[N:8])[C:31]1=[O:35])(=[O:29])[CH3:28], predict the reactants needed to synthesize it. The reactants are: Br[C:2]1[CH:3]=[CH:4][C:5]([C:10]([N:12]2[CH2:17][CH2:16][N:15]([C:18]3[C:23]([CH3:24])=[CH:22][C:21]([CH2:25][CH3:26])=[CH:20][N:19]=3)[CH2:14][CH2:13]2)=[O:11])=[C:6]([CH:9]=1)[C:7]#[N:8].[C:27]([N:30]1[CH2:34][CH2:33][NH:32][C:31]1=[O:35])(=[O:29])[CH3:28].